From a dataset of CYP2C9 inhibition data for predicting drug metabolism from PubChem BioAssay. Regression/Classification. Given a drug SMILES string, predict its absorption, distribution, metabolism, or excretion properties. Task type varies by dataset: regression for continuous measurements (e.g., permeability, clearance, half-life) or binary classification for categorical outcomes (e.g., BBB penetration, CYP inhibition). Dataset: cyp2c9_veith. (1) The compound is COc1ccc(NC2=NCC(=O)N2Cc2cccs2)cc1.Cl. The result is 1 (inhibitor). (2) The drug is Cn1nc(C(F)(F)F)c(C(=O)Nc2cccc(Cl)c2)c1Cl. The result is 1 (inhibitor). (3) The drug is COc1ccc(C2=NC(C(F)(F)F)(C(F)(F)F)c3c(n(C)c(=O)n(C)c3=O)N2)cc1. The result is 1 (inhibitor). (4) The molecule is CCC(C)C(=O)Nc1nc(-c2ccc3c(c2)NC(=O)CO3)cs1. The result is 1 (inhibitor). (5) The compound is O=C1CSC(c2ccccn2)N1c1ccccc1. The result is 0 (non-inhibitor). (6) The drug is O=c1c(CCc2ccccc2)nc2cnc(N3CCOCC3)nc2n1C[C@H]1CCCO1. The result is 0 (non-inhibitor). (7) The molecule is Cc1nnsc1SC(C)C(=O)O. The result is 0 (non-inhibitor). (8) The molecule is CCN(CC)C[C@@H]1CCCCN1CC(=O)N1c2ccccc2C(=O)Nc2cccnc21. The result is 0 (non-inhibitor). (9) The molecule is CC[C@@H]1CC(=O)N(SC[C@H](N)C(=O)O)C1=O. The result is 0 (non-inhibitor).